Task: Regression. Given a peptide amino acid sequence and an MHC pseudo amino acid sequence, predict their binding affinity value. This is MHC class I binding data.. Dataset: Peptide-MHC class I binding affinity with 185,985 pairs from IEDB/IMGT (1) The peptide sequence is FSLFNPRDL. The MHC is H-2-Db with pseudo-sequence H-2-Db. The binding affinity (normalized) is 0.621. (2) The peptide sequence is TPGPGTRYPL. The MHC is HLA-B42:01 with pseudo-sequence HLA-B42:01. The binding affinity (normalized) is 0.827. (3) The peptide sequence is YLDYDTIYV. The MHC is HLA-A02:11 with pseudo-sequence HLA-A02:11. The binding affinity (normalized) is 1.00. (4) The peptide sequence is ITASKDLCF. The MHC is HLA-A31:01 with pseudo-sequence HLA-A31:01. The binding affinity (normalized) is 0.0847. (5) The peptide sequence is GESSRCYSI. The MHC is HLA-B40:02 with pseudo-sequence HLA-B40:02. The binding affinity (normalized) is 0.701. (6) The peptide sequence is CFISVNDRLV. The MHC is HLA-A29:02 with pseudo-sequence HLA-A29:02. The binding affinity (normalized) is 0.208.